Dataset: Reaction yield outcomes from USPTO patents with 853,638 reactions. Task: Predict the reaction yield, written as a fraction of the theoretical maximum amount of product (1.0 means a 100% yield; for example, 0.34 means a 34% yield). (1) The reactants are [Cl:1][C:2]1[CH:14]=[N:13][C:5]2[NH:6][C:7]3[CH2:12][CH2:11][NH:10][CH2:9][C:8]=3[C:4]=2[CH:3]=1.Cl.[CH2:16]([N:18]([CH2:22][CH3:23])[CH2:19][CH2:20]Cl)[CH3:17].C([O-])([O-])=O.[K+].[K+].[Na+].[I-].Cl.CCOCC. The catalyst is CN(C=O)C.O. The product is [ClH:1].[Cl:1][C:2]1[CH:14]=[N:13][C:5]2[NH:6][C:7]3[CH2:12][CH2:11][N:10]([CH2:17][CH2:16][N:18]([CH2:22][CH3:23])[CH2:19][CH3:20])[CH2:9][C:8]=3[C:4]=2[CH:3]=1. The yield is 0.370. (2) The reactants are Br[C:2]1[CH:15]=[C:14]2[C:5]([CH:6]3[CH:11]([CH:12]([C:16]4[CH:21]=[CH:20][C:19]([O:22][CH3:23])=[CH:18][CH:17]=4)[CH2:13]2)[CH2:10][CH2:9][CH2:8][CH2:7]3)=[CH:4][C:3]=1[O:24][CH3:25].C[Li].[Li][C:29](C)(C)C.CI. No catalyst specified. The product is [CH3:25][O:24][C:3]1[CH:4]=[C:5]2[C:14](=[CH:15][C:2]=1[CH3:29])[CH2:13][CH:12]([C:16]1[CH:21]=[CH:20][C:19]([O:22][CH3:23])=[CH:18][CH:17]=1)[CH:11]1[CH:6]2[CH2:7][CH2:8][CH2:9][CH2:10]1. The yield is 1.00. (3) The reactants are [NH2:1][C:2]1[CH:3]=[C:4]2[C:9](=[CH:10][C:11]=1[NH2:12])[N:8]([CH2:13][CH3:14])[C:7](=[O:15])[CH2:6][C:5]2([CH3:17])[CH3:16].[NH:18]1[C:26]2[C:21](=[CH:22][CH:23]=[CH:24][CH:25]=2)[C:20]([CH:27]=O)=[N:19]1.[S].O. The catalyst is CN(C=O)C. The product is [CH2:13]([N:8]1[C:9]2[CH:10]=[C:11]3[NH:12][C:27]([C:20]4[C:21]5[C:26](=[CH:25][CH:24]=[CH:23][CH:22]=5)[NH:18][N:19]=4)=[N:1][C:2]3=[CH:3][C:4]=2[C:5]([CH3:16])([CH3:17])[CH2:6][C:7]1=[O:15])[CH3:14]. The yield is 0.870. (4) The reactants are C(P1(=O)OP(=O)(CCC)OP(=O)(CCC)O1)CC.C(N(CC)CC)C.[C:26]1([C:32]2[CH:37]=[CH:36][N:35]=[CH:34][C:33]=2[NH2:38])[CH:31]=[CH:30][CH:29]=[CH:28][CH:27]=1.[Cl:39][C:40]1[CH:41]=[C:42]([C:46]([F:49])=[CH:47][N:48]=1)[C:43](O)=[O:44]. The catalyst is CN(C=O)C.C(OCC)(=O)C. The product is [Cl:39][C:40]1[CH:41]=[C:42]([C:46]([F:49])=[CH:47][N:48]=1)[C:43]([NH:38][C:33]1[CH:34]=[N:35][CH:36]=[CH:37][C:32]=1[C:26]1[CH:27]=[CH:28][CH:29]=[CH:30][CH:31]=1)=[O:44]. The yield is 0.490. (5) The reactants are [F:1][CH:2]([F:14])[O:3][C:4]1[CH:13]=[CH:12][C:7]2[N:8]=[C:9]([NH2:11])[S:10][C:6]=2[CH:5]=1.[C:15](N1C=CN=C1)([N:17]1[CH:21]=[CH:20][N:19]=[CH:18]1)=[S:16]. The catalyst is C(#N)C. The product is [F:14][CH:2]([F:1])[O:3][C:4]1[CH:13]=[CH:12][C:7]2[N:8]=[C:9]([NH:11][C:15]([N:17]3[CH:21]=[CH:20][N:19]=[CH:18]3)=[S:16])[S:10][C:6]=2[CH:5]=1. The yield is 0.663. (6) The reactants are [NH2:1][C:2]1[C:3]([NH:19][C@@H:20]([CH:23]([CH3:25])[CH3:24])[CH2:21][OH:22])=[N:4][C:5]([C:8]2[CH:13]=[C:12]([CH:14]([CH3:16])[CH3:15])[CH:11]=[CH:10][C:9]=2[O:17][CH3:18])=[CH:6][CH:7]=1.C(C1C=CC(OC)=C(C2N=C(N[C@@H](C(C)C)[CH2:43][OH:44])C([N+]([O-])=O)=CC=2)C=1)(C)C. The catalyst is C(O)C.[Pd]. The product is [OH:22][CH2:21][C@@H:20]([N:19]1[C:3]2=[N:4][C:5]([C:8]3[CH:13]=[C:12]([CH:14]([CH3:16])[CH3:15])[CH:11]=[CH:10][C:9]=3[O:17][CH3:18])=[CH:6][CH:7]=[C:2]2[NH:1][C:43]1=[O:44])[CH:23]([CH3:25])[CH3:24]. The yield is 0.990. (7) The reactants are [CH2:1]([OH:7])[CH2:2][CH2:3][CH2:4][CH2:5][OH:6].[H-].[Na+].[C:10](#[N:13])[CH:11]=[CH2:12]. The catalyst is C1COCC1. The product is [OH:6][CH2:5][CH2:4][CH2:3][CH2:2][CH2:1][O:7][CH2:12][CH2:11][C:10]#[N:13]. The yield is 0.180.